This data is from Forward reaction prediction with 1.9M reactions from USPTO patents (1976-2016). The task is: Predict the product of the given reaction. (1) Given the reactants [NH2:1][C:2]1[N:7]=[C:6]([N:8]2[CH2:13][CH2:12][CH2:11][C@@H:10]([C:14]([N:16]3[CH2:20][CH2:19][CH2:18][CH2:17]3)=[O:15])[CH2:9]2)[CH:5]=[CH:4][C:3]=1[N+:21]([O-])=O.[Br:24][C:25]1[N:30]=[C:29]([CH:31]=O)[CH:28]=[CH:27][CH:26]=1, predict the reaction product. The product is: [Br:24][C:25]1[N:30]=[C:29]([C:31]2[NH:21][C:3]3[C:2]([N:1]=2)=[N:7][C:6]([N:8]2[CH2:13][CH2:12][CH2:11][C@@H:10]([C:14]([N:16]4[CH2:20][CH2:19][CH2:18][CH2:17]4)=[O:15])[CH2:9]2)=[CH:5][CH:4]=3)[CH:28]=[CH:27][CH:26]=1. (2) Given the reactants [CH2:1]([O:3][C:4]1[CH:13]=[CH:12][C:7]2[N:8]=[C:9]([NH2:11])[S:10][C:6]=2[CH:5]=1)[CH3:2].[F:14][C:15]1[CH:16]=[C:17]([CH:21]=[C:22]([F:24])[CH:23]=1)[C:18](Cl)=[O:19].Br[CH:26]([CH2:31][CH3:32])[C:27]([O:29]C)=[O:28].COC1C=CC2N=C(N)SC=2C=1.ClC1C=C(C=CC=1)C(Cl)=O.BrCC(OCC)=O, predict the reaction product. The product is: [F:14][C:15]1[CH:16]=[C:17]([CH:21]=[C:22]([F:24])[CH:23]=1)[C:18]([N:11]=[C:9]1[N:8]([CH:26]([CH2:31][CH3:32])[C:27]([OH:29])=[O:28])[C:7]2[CH:12]=[CH:13][C:4]([O:3][CH2:1][CH3:2])=[CH:5][C:6]=2[S:10]1)=[O:19].